Dataset: Forward reaction prediction with 1.9M reactions from USPTO patents (1976-2016). Task: Predict the product of the given reaction. (1) Given the reactants OCC1C=CC(B(O)O)=CC=1.Cl[C:13]1[C:14]([C:19]#[N:20])=[N:15][CH:16]=[CH:17][N:18]=1.CC1(C)C(C)(C)OB([C:29]2[CH:34]=[CH:33][C:32]([OH:35])=[CH:31][CH:30]=2)O1, predict the reaction product. The product is: [OH:35][C:32]1[CH:33]=[CH:34][C:29]([C:13]2[C:14]([C:19]#[N:20])=[N:15][CH:16]=[CH:17][N:18]=2)=[CH:30][CH:31]=1. (2) Given the reactants [N:1]1[CH:6]=[CH:5][CH:4]=[CH:3][C:2]=1[C:7]1[NH:8][C:9]([C:12]2[CH:13]=[N:14][NH:15][C:16]=2[NH2:17])=[CH:10][N:11]=1.[CH2:18]([CH:20]([C:26](=O)[CH3:27])[C:21](OCC)=[O:22])[CH3:19], predict the reaction product. The product is: [CH2:26]([C:20]1[C:21](=[O:22])[N:15]2[N:14]=[CH:13][C:12]([C:9]3[NH:8][C:7]([C:2]4[CH:3]=[CH:4][CH:5]=[CH:6][N:1]=4)=[N:11][CH:10]=3)=[C:16]2[NH:17][C:18]=1[CH3:19])[CH3:27]. (3) Given the reactants [Br:1][C:2]1[CH:3]=[C:4]([CH2:8][C:9]([OH:11])=[O:10])[CH:5]=[N:6][CH:7]=1.S(Cl)(Cl)=O.[CH3:16]O, predict the reaction product. The product is: [CH3:16][O:10][C:9](=[O:11])[CH2:8][C:4]1[CH:5]=[N:6][CH:7]=[C:2]([Br:1])[CH:3]=1. (4) Given the reactants Br[CH2:2][CH2:3][N:4]1[C:8]([C:9]([O:11]C)=O)=[CH:7][C:6]([C:13]([F:16])([F:15])[F:14])=[N:5]1.CC[N:19](C(C)C)C(C)C.[CH3:26][C:27]([S:32]([C:35]1[CH:40]=[CH:39][CH:38]=[C:37]([C:41]([F:44])([F:43])[F:42])[CH:36]=1)(=[O:34])=[O:33])([CH3:31])[CH2:28][CH2:29][NH2:30], predict the reaction product. The product is: [CH3:31][C:27]([S:32]([C:35]1[CH:40]=[CH:39][CH:38]=[C:37]([C:41]([F:43])([F:44])[F:42])[CH:36]=1)(=[O:34])=[O:33])([CH3:26])[CH2:28][CH2:29][N:30]1[CH2:2][CH2:3][N:4]2[NH:5][C:6]([C:13]([F:16])([F:15])[F:14])([NH2:19])[CH:7]=[C:8]2[C:9]1=[O:11].